From a dataset of Reaction yield outcomes from USPTO patents with 853,638 reactions. Predict the reaction yield, written as a fraction of the theoretical maximum amount of product (1.0 means a 100% yield; for example, 0.34 means a 34% yield). (1) The reactants are [I:1][C:2]1[CH:3]=[C:4]([CH:8]=[C:9]([I:12])[C:10]=1[OH:11])[C:5]([OH:7])=[O:6].[CH3:13]O. The catalyst is Cl[Ti](Cl)(Cl)Cl. The product is [CH3:13][O:6][C:5](=[O:7])[C:4]1[CH:3]=[C:2]([I:1])[C:10]([OH:11])=[C:9]([I:12])[CH:8]=1. The yield is 0.760. (2) The reactants are Br[C:2]1[C:11]([C:12]([O:14][CH3:15])=[O:13])=[C:10]2[C:5]([NH:6][C:7]([CH3:19])([CH3:18])[C:8](=[O:17])[N:9]2[CH3:16])=[CH:4][CH:3]=1.[Cl:20][C:21]1[CH:22]=[CH:23][C:24]([O:30][CH3:31])=[C:25](B(O)O)[CH:26]=1.C(=O)([O-])[O-].C(OCC)(=O)C. The product is [Cl:20][C:21]1[CH:26]=[CH:25][C:24]([O:30][CH3:31])=[C:23]([C:2]2[C:11]([C:12]([O:14][CH3:15])=[O:13])=[C:10]3[C:5]([NH:6][C:7]([CH3:19])([CH3:18])[C:8](=[O:17])[N:9]3[CH3:16])=[CH:4][CH:3]=2)[CH:22]=1. The yield is 0.860. The catalyst is CN(C)C=O.C1C=CC([P]([Pd]([P](C2C=CC=CC=2)(C2C=CC=CC=2)C2C=CC=CC=2)([P](C2C=CC=CC=2)(C2C=CC=CC=2)C2C=CC=CC=2)[P](C2C=CC=CC=2)(C2C=CC=CC=2)C2C=CC=CC=2)(C2C=CC=CC=2)C2C=CC=CC=2)=CC=1.O.C(OCC)C. (3) The reactants are [NH:1]1[CH:5]=[CH:4][CH:3]=[N:2]1.[C:6]1(=[O:11])[CH2:10][CH2:9][CH:8]=[CH:7]1.O. The catalyst is C(Cl)Cl. The product is [N:1]1([CH:8]2[CH2:9][CH2:10][C:6](=[O:11])[CH2:7]2)[CH:5]=[CH:4][CH:3]=[N:2]1. The yield is 0.940. (4) The reactants are [N+:1]([C:4]1[CH:20]=[CH:19][C:7]([CH2:8][C:9]2[CH:10]=[C:11]3[C:15](=[CH:16][CH:17]=2)[NH:14][C:13](=[O:18])[CH2:12]3)=[CH:6][CH:5]=1)([O-])=O. The catalyst is CO.[Pd]. The product is [NH2:1][C:4]1[CH:5]=[CH:6][C:7]([CH2:8][C:9]2[CH:10]=[C:11]3[C:15](=[CH:16][CH:17]=2)[NH:14][C:13](=[O:18])[CH2:12]3)=[CH:19][CH:20]=1. The yield is 0.580. (5) The reactants are [C:1]([CH2:3][CH2:4][O:5][CH2:6][O:7][CH2:8][O:9][C@@H:10]1[C@H:14]([OH:15])[C@@H:13]([CH2:16][OH:17])[O:12][C@H:11]1[N:18]1[CH:25]=[CH:24][C:22](=[O:23])[NH:21][C:19]1=[O:20])#[N:2].N1C=CC=CC=1.[CH3:32][O:33][C:34]1[CH:55]=[CH:54][C:37]([C:38](Cl)([C:47]2[CH:52]=[CH:51][CH:50]=[CH:49][CH:48]=2)[C:39]2[CH:44]=[CH:43][C:42]([O:45][CH3:46])=[CH:41][CH:40]=2)=[CH:36][CH:35]=1. The catalyst is ClCCl. The product is [CH3:46][O:45][C:42]1[CH:41]=[CH:40][C:39]([C:38]([O:17][CH2:16][C@H:13]2[O:12][C@@H:11]([N:18]3[CH:25]=[CH:24][C:22](=[O:23])[NH:21][C:19]3=[O:20])[C@H:10]([O:9][CH2:8][O:7][CH2:6][O:5][CH2:4][CH2:3][C:1]#[N:2])[C@@H:14]2[OH:15])([C:47]2[CH:48]=[CH:49][CH:50]=[CH:51][CH:52]=2)[C:37]2[CH:54]=[CH:55][C:34]([O:33][CH3:32])=[CH:35][CH:36]=2)=[CH:44][CH:43]=1. The yield is 0.960. (6) The reactants are [CH2:1]([N:8]1[CH:17]=[C:16]([CH:18]=O)[C:15]2[C:10](=[CH:11][CH:12]=[CH:13][CH:14]=2)[C:9]1=[O:20])[C:2]1[CH:7]=[CH:6][CH:5]=[CH:4][CH:3]=1.[CH3:21][C:22]1[N:23]([CH2:31][C:32]([O:34][CH3:35])=[O:33])[C:24]2[C:29]([CH:30]=1)=[CH:28][CH:27]=[CH:26][CH:25]=2.C([SiH](CC)CC)C.FC(F)(F)C(O)=O.C([O-])(O)=O.[Na+]. The catalyst is C(Cl)Cl. The product is [CH2:1]([N:8]1[CH:17]=[C:16]([CH2:18][C:30]2[C:29]3[C:24](=[CH:25][CH:26]=[CH:27][CH:28]=3)[N:23]([CH2:31][C:32]([O:34][CH3:35])=[O:33])[C:22]=2[CH3:21])[C:15]2[C:10](=[CH:11][CH:12]=[CH:13][CH:14]=2)[C:9]1=[O:20])[C:2]1[CH:3]=[CH:4][CH:5]=[CH:6][CH:7]=1. The yield is 0.590. (7) The reactants are [C:1]([N:8]1[CH2:13][CH2:12][N:11]([C:14]2[CH:19]=[CH:18][CH:17]=[CH:16][C:15]=2[O:20][CH2:21][C:22]([NH2:25])([CH3:24])[CH3:23])[CH2:10][CH2:9]1)([O:3][C:4]([CH3:7])([CH3:6])[CH3:5])=[O:2].CCN(CC)CC.[CH3:33][S:34](Cl)(=[O:36])=[O:35]. The catalyst is C(Cl)Cl. The product is [C:1]([N:8]1[CH2:13][CH2:12][N:11]([C:14]2[CH:19]=[CH:18][CH:17]=[CH:16][C:15]=2[O:20][CH2:21][C:22]([NH:25][S:34]([CH3:33])(=[O:36])=[O:35])([CH3:24])[CH3:23])[CH2:10][CH2:9]1)([O:3][C:4]([CH3:7])([CH3:6])[CH3:5])=[O:2]. The yield is 0.730.